The task is: Predict the product of the given reaction.. This data is from Forward reaction prediction with 1.9M reactions from USPTO patents (1976-2016). Given the reactants S(=O)(=O)(O)O.[C:6]([CH:9]([CH:14]([C:16]1[CH:21]=[CH:20][CH:19]=[CH:18][CH:17]=1)[CH3:15])[C:10]([O:12]C)=[O:11])(=O)[CH3:7], predict the reaction product. The product is: [CH3:7][CH:6]1[C:21]2[C:16](=[CH:17][CH:18]=[CH:19][CH:20]=2)[C:14]([CH3:15])=[C:9]1[C:10]([OH:12])=[O:11].